From a dataset of Forward reaction prediction with 1.9M reactions from USPTO patents (1976-2016). Predict the product of the given reaction. (1) Given the reactants [NH2:1][S:2]([C:5]1[C:6]([Cl:21])=[CH:7][C:8]([NH:14][CH2:15][C:16]2[O:17][CH:18]=[CH:19][CH:20]=2)=[C:9]([CH:13]=1)[C:10](Cl)=[O:11])(=[O:4])=[O:3].C=[O:23].Cl[CH2:25][Cl:26], predict the reaction product. The product is: [NH2:1][S:2]([C:5]1[C:6]([Cl:21])=[CH:7][C:8]([NH:14][CH2:15][C:16]2[O:17][CH:18]=[CH:19][CH:20]=2)=[C:9]([CH:13]=1)[C:10]([O:23][CH2:25][Cl:26])=[O:11])(=[O:4])=[O:3]. (2) Given the reactants [NH:1]1[C:9]2[C:4](=[CH:5][CH:6]=[C:7]([C:10]([O:12][CH3:13])=[O:11])[CH:8]=2)[CH:3]=[CH:2]1.C([O-])([O-])=O.[K+].[K+].[C:20]1([S:26](Cl)(=[O:28])=[O:27])[CH:25]=[CH:24][CH:23]=[CH:22][CH:21]=1, predict the reaction product. The product is: [C:20]1([S:26]([N:1]2[C:9]3[C:4](=[CH:5][CH:6]=[C:7]([C:10]([O:12][CH3:13])=[O:11])[CH:8]=3)[CH:3]=[CH:2]2)(=[O:28])=[O:27])[CH:25]=[CH:24][CH:23]=[CH:22][CH:21]=1. (3) The product is: [C:14]([N:18]1[C:23](=[O:24])[C:22]([Cl:25])=[C:21]([O:1][CH2:2][C:3]2[CH:4]=[CH:5][C:6]([O:7][CH2:8][CH:9]([OH:11])[CH3:10])=[CH:12][CH:13]=2)[CH:20]=[N:19]1)([CH3:17])([CH3:15])[CH3:16]. Given the reactants [OH:1][CH2:2][C:3]1[CH:13]=[CH:12][C:6]([O:7][CH2:8][CH:9]([OH:11])[CH3:10])=[CH:5][CH:4]=1.[C:14]([N:18]1[C:23](=[O:24])[C:22]([Cl:25])=[C:21](O)[CH:20]=[N:19]1)([CH3:17])([CH3:16])[CH3:15].C1C=CC(P(C2C=CC=CC=2)C2C=CC=CC=2)=CC=1.CC(OC(/N=N/C(OC(C)C)=O)=O)C, predict the reaction product. (4) The product is: [F:12][C:13]1[CH:14]=[C:15]([C:19]2[N:24]=[C:23]([N:25]([CH3:34])[C:26]3[CH:31]=[CH:30][N:29]=[C:28]([S:32]([CH3:33])=[O:9])[N:27]=3)[CH:22]=[CH:21][CH:20]=2)[CH:16]=[CH:17][CH:18]=1. Given the reactants C1C=C(Cl)C=C(C(OO)=[O:9])C=1.[F:12][C:13]1[CH:14]=[C:15]([C:19]2[N:24]=[C:23]([N:25]([CH3:34])[C:26]3[CH:31]=[CH:30][N:29]=[C:28]([S:32][CH3:33])[N:27]=3)[CH:22]=[CH:21][CH:20]=2)[CH:16]=[CH:17][CH:18]=1, predict the reaction product. (5) The product is: [Cl:1][C:2]1[CH:7]=[CH:6][CH:5]=[C:4]([F:8])[C:3]=1[C:9]1[NH:13][C:12](=[O:14])[N:11]([C:15]2[CH:16]=[CH:17][C:18]([O:24][CH3:25])=[C:19]([CH:23]=2)[C:20]([NH:68][C:65]2([C:62]3[CH:63]=[CH:64][C:59]([C:58]([F:57])([F:69])[F:70])=[CH:60][CH:61]=3)[CH2:67][CH2:66]2)=[O:22])[N:10]=1. Given the reactants [Cl:1][C:2]1[CH:7]=[CH:6][CH:5]=[C:4]([F:8])[C:3]=1[C:9]1[NH:13][C:12](=[O:14])[N:11]([C:15]2[CH:16]=[CH:17][C:18]([O:24][CH3:25])=[C:19]([CH:23]=2)[C:20]([OH:22])=O)[N:10]=1.C(N(C(C)C)CC)(C)C.CN(C(ON1N=NC2C=CC=CC1=2)=[N+](C)C)C.[B-](F)(F)(F)F.[F:57][C:58]([F:70])([F:69])[C:59]1[CH:64]=[CH:63][C:62]([C:65]2([NH2:68])[CH2:67][CH2:66]2)=[CH:61][CH:60]=1, predict the reaction product. (6) Given the reactants CO[C:3]([C:5]1[C:6]([OH:30])=[C:7]2[C:12](=[CH:13][N:14]=1)[N:11]([C@@H:15]([C:17]1[CH:22]=[CH:21][CH:20]=[CH:19][CH:18]=1)[CH3:16])[C:10](=[O:23])[C:9]([C:24]1[CH:29]=[CH:28][CH:27]=[CH:26][CH:25]=1)=[CH:8]2)=[O:4].[NH2:31][CH2:32][CH2:33][CH2:34][C:35]([OH:37])=[O:36].C[O-].[Na+], predict the reaction product. The product is: [OH:30][C:6]1[C:5]([C:3]([NH:31][CH2:32][CH2:33][CH2:34][C:35]([OH:37])=[O:36])=[O:4])=[N:14][CH:13]=[C:12]2[C:7]=1[CH:8]=[C:9]([C:24]1[CH:25]=[CH:26][CH:27]=[CH:28][CH:29]=1)[C:10](=[O:23])[N:11]2[C@@H:15]([C:17]1[CH:22]=[CH:21][CH:20]=[CH:19][CH:18]=1)[CH3:16]. (7) Given the reactants [OH:1][C:2]1[CH:12]=[CH:11][C:5]([C:6]([O:8][CH2:9][CH3:10])=[O:7])=[CH:4][CH:3]=1.C([O-])([O-])=O.[K+].[K+].Br[CH2:20][CH:21]=[CH2:22], predict the reaction product. The product is: [CH2:22]([O:1][C:2]1[CH:3]=[CH:4][C:5]([C:6]([O:8][CH2:9][CH3:10])=[O:7])=[CH:11][CH:12]=1)[CH:21]=[CH2:20].